From a dataset of Forward reaction prediction with 1.9M reactions from USPTO patents (1976-2016). Predict the product of the given reaction. (1) Given the reactants [Cl:1][C:2]1[CH:7]=[CH:6][C:5]([C:8]2([CH2:35][CH3:36])[CH:12]([C:13]3[CH:18]=[CH:17][C:16]([Cl:19])=[CH:15][CH:14]=3)[N:11]([C:20](Cl)=[O:21])[C:10]([C:23]3[CH:28]=[CH:27][C:26]([O:29][CH3:30])=[CH:25][C:24]=3[O:31][CH:32]([CH3:34])[CH3:33])=[N:9]2)=[CH:4][CH:3]=1.[CH3:37][N:38]([CH3:47])[C:39]([N:41]1[CH2:46][CH2:45][NH:44][CH2:43][CH2:42]1)=[O:40], predict the reaction product. The product is: [CH3:37][N:38]([CH3:47])[C:39]([N:41]1[CH2:42][CH2:43][N:44]([C:20]([N:11]2[C@H:12]([C:13]3[CH:18]=[CH:17][C:16]([Cl:19])=[CH:15][CH:14]=3)[C@@:8]([C:5]3[CH:6]=[CH:7][C:2]([Cl:1])=[CH:3][CH:4]=3)([CH2:35][CH3:36])[N:9]=[C:10]2[C:23]2[CH:28]=[CH:27][C:26]([O:29][CH3:30])=[CH:25][C:24]=2[O:31][CH:32]([CH3:33])[CH3:34])=[O:21])[CH2:45][CH2:46]1)=[O:40]. (2) Given the reactants [NH2:1][CH2:2][CH2:3][C@H:4]([NH:9]C(OC(C)(C)C)=O)[C:5]([O:7][CH3:8])=[O:6].Cl[C:18]([O:20][CH2:21][CH:22]1[C:34]2[CH:33]=[CH:32][CH:31]=[CH:30][C:29]=2[C:28]2[C:23]1=[CH:24][CH:25]=[CH:26][CH:27]=2)=[O:19], predict the reaction product. The product is: [CH:33]1[C:34]2[CH:22]([CH2:21][O:20][C:18]([NH:1][CH2:2][CH2:3][C@H:4]([NH2:9])[C:5]([O:7][CH3:8])=[O:6])=[O:19])[C:23]3[C:28](=[CH:27][CH:26]=[CH:25][CH:24]=3)[C:29]=2[CH:30]=[CH:31][CH:32]=1. (3) Given the reactants Br[C:2]1[CH:7]=[CH:6][CH:5]=[CH:4][C:3]=1[O:8][CH2:9][CH2:10][F:11].CC([O-])(C)C.[Na+].C1C=CC(P(C2C(C3C(P(C4C=CC=CC=4)C4C=CC=CC=4)=CC=C4C=3C=CC=C4)=C3C(C=CC=C3)=CC=2)C2C=CC=CC=2)=CC=1.C(=[NH:77])(C1C=CC=CC=1)C1C=CC=CC=1, predict the reaction product. The product is: [F:11][CH2:10][CH2:9][O:8][C:3]1[CH:4]=[CH:5][CH:6]=[CH:7][C:2]=1[NH2:77]. (4) Given the reactants Cl[C:2]1[N:7]2[N:8]=[CH:9][N:10]=[C:6]2[CH:5]=[CH:4][N:3]=1.O.[NH2:12][NH2:13], predict the reaction product. The product is: [NH:12]([C:2]1[N:7]2[N:8]=[CH:9][N:10]=[C:6]2[CH:5]=[CH:4][N:3]=1)[NH2:13]. (5) The product is: [C:1]1([C:17]2[CH:22]=[CH:21][CH:20]=[CH:19][CH:18]=2)[CH:6]=[CH:5][CH:4]=[CH:3][C:2]=1[NH:7][C:8](=[O:16])[O:9][CH2:10][C@@H:11]1[CH2:15][CH2:14][N:13]([CH2:30][CH3:31])[CH2:12]1. Given the reactants [C:1]1([C:17]2[CH:22]=[CH:21][CH:20]=[CH:19][CH:18]=2)[CH:6]=[CH:5][CH:4]=[CH:3][C:2]=1[NH:7][C:8](=[O:16])[O:9][CH2:10][C@@H:11]1[CH2:15][CH2:14][NH:13][CH2:12]1.C(=O)([O-])N.[K+].[I-].[K+].[CH2:30](N(CC)CC)[CH3:31].ICC, predict the reaction product. (6) Given the reactants C[C:2]([NH:9][C:10]1[CH:15]=[CH:14][C:13]([C:16]2[NH:20][C:19]([C@H:21]3[N:29]4[C:24](=[CH:25][C:26]([C:31]5[CH:36]=[C:35]([Cl:37])[CH:34]=[CH:33][C:32]=5[N:38]5[CH:42]=[N:41][N:40]=[N:39]5)=[CH:27][C:28]4=[O:30])[CH2:23][CH2:22]3)=[N:18][CH:17]=2)=[CH:12][CH:11]=1)(CCC)[C:3]([O-:5])=[O:4].Cl, predict the reaction product. The product is: [ClH:37].[Cl:37][C:35]1[CH:34]=[CH:33][C:32]([N:38]2[CH:42]=[N:41][N:40]=[N:39]2)=[C:31]([C:26]2[CH:25]=[C:24]3[N:29]([C@H:21]([C:19]4[NH:20][C:16]([C:13]5[CH:12]=[CH:11][C:10]([NH:9][CH2:2][C:3]([OH:5])=[O:4])=[CH:15][CH:14]=5)=[CH:17][N:18]=4)[CH2:22][CH2:23]3)[C:28](=[O:30])[CH:27]=2)[CH:36]=1. (7) Given the reactants [CH:1]([C:4]1[C:8]([CH2:9][CH2:10][CH2:11][OH:12])=[CH:7][N:6]([C:13]2[S:14][C:15]([C:18]([F:21])([F:20])[F:19])=[N:16][N:17]=2)[N:5]=1)([CH3:3])[CH3:2].O[C:23]1[C:28]([O:29][CH3:30])=[CH:27][CH:26]=[CH:25][C:24]=1[CH2:31][C:32]([O:34]C)=[O:33].C(P(CCCC)CCCC)CCC.N(C(N1CCCCC1)=O)=NC(N1CCCCC1)=O, predict the reaction product. The product is: [CH:1]([C:4]1[C:8]([CH2:9][CH2:10][CH2:11][O:12][C:23]2[C:28]([O:29][CH3:30])=[CH:27][CH:26]=[CH:25][C:24]=2[CH2:31][C:32]([OH:34])=[O:33])=[CH:7][N:6]([C:13]2[S:14][C:15]([C:18]([F:20])([F:19])[F:21])=[N:16][N:17]=2)[N:5]=1)([CH3:3])[CH3:2].